The task is: Predict the reactants needed to synthesize the given product.. This data is from Full USPTO retrosynthesis dataset with 1.9M reactions from patents (1976-2016). (1) Given the product [Cl:22][C:17]1[CH:16]=[C:15]([CH:20]=[CH:19][C:18]=1[O:21][CH2:30][C:31]1[CH2:32][N:33]([CH3:36])[O:34][CH:35]=1)[CH2:14][C@H:10]1[O:11][CH2:12][CH2:13][NH:8][CH2:9]1, predict the reactants needed to synthesize it. The reactants are: C([N:8]1[CH2:13][CH2:12][O:11][C@H:10]([CH2:14][C:15]2[CH:20]=[CH:19][C:18]([OH:21])=[C:17]([Cl:22])[CH:16]=2)[CH2:9]1)(OC(C)(C)C)=O.C(=O)([O-])[O-].[K+].[K+].Br[CH2:30][C:31]1[CH2:32][N:33]([CH3:36])[O:34][CH:35]=1.C1(S)C=CC=CC=1.C(=O)([O-])[O-].C(N(C(C)C)CC)(C)C. (2) The reactants are: [Br:1][C:2]1[CH:6]=[N:5][N:4]([CH3:7])[C:3]=1[C:8]1[CH:9]=[C:10]([NH2:16])[CH:11]=[CH:12][C:13]=1[O:14][CH3:15].[F:17][C:18]([F:30])([F:29])[O:19][C:20]1[CH:25]=[CH:24][C:23]([N:26]=[C:27]=[O:28])=[CH:22][CH:21]=1. Given the product [Br:1][C:2]1[CH:6]=[N:5][N:4]([CH3:7])[C:3]=1[C:8]1[CH:9]=[C:10]([NH:16][C:27]([NH:26][C:23]2[CH:24]=[CH:25][C:20]([O:19][C:18]([F:17])([F:29])[F:30])=[CH:21][CH:22]=2)=[O:28])[CH:11]=[CH:12][C:13]=1[O:14][CH3:15], predict the reactants needed to synthesize it. (3) Given the product [CH3:28][C:29]1[CH:37]=[CH:36][CH:35]=[CH:34][C:30]=1[C:31]([NH:18][CH:15]1[CH2:16][CH2:17][N:12]([C:10]2[C:11]3[C:3]([CH3:2])=[CH:4][NH:5][C:6]=3[N:7]=[CH:8][N:9]=2)[CH2:13][CH2:14]1)=[O:32], predict the reactants needed to synthesize it. The reactants are: Cl.[CH3:2][C:3]1[C:11]2[C:10]([N:12]3[CH2:17][CH2:16][CH:15]([NH2:18])[CH2:14][CH2:13]3)=[N:9][CH:8]=[N:7][C:6]=2[NH:5][CH:4]=1.CCN(C(C)C)C(C)C.[CH3:28][C:29]1[CH:37]=[CH:36][CH:35]=[CH:34][C:30]=1[C:31](Cl)=[O:32]. (4) Given the product [F:1][C:2]1[C:3]([NH:12][C:13]2[CH:18]=[CH:17][C:16]([I:19])=[CH:15][C:14]=2[F:20])=[C:4]([C:5]([N:45]2[CH2:40][CH:39]([NH:38][C:59](=[O:60])[O:65][C:70]([CH3:72])([CH3:75])[CH3:71])[CH2:44]2)=[O:7])[CH:8]=[CH:9][C:10]=1[F:11], predict the reactants needed to synthesize it. The reactants are: [F:1][C:2]1[C:3]([NH:12][C:13]2[CH:18]=[CH:17][C:16]([I:19])=[CH:15][C:14]=2[F:20])=[C:4]([CH:8]=[CH:9][C:10]=1[F:11])[C:5]([OH:7])=O.C1CN([P+](O[N:38]2N=[N:45][C:40]3C=CC=[CH:44][C:39]2=3)(N2CCCC2)N2CCCC2)CC1.F[P-](F)(F)(F)(F)F.N1CC(N[C:59](=[O:65])[O:60]CCCC)C1.C(N(CC)[CH:70]([CH3:72])[CH3:71])(C)C.[CH3:75]N(C)C=O. (5) Given the product [N+:17]([C:14]1[CH:15]=[CH:16][C:8]2[C:7]3[C:2](=[N:3][CH:4]=[CH:5][CH:6]=3)[O:11][C:10](=[O:12])[C:9]=2[CH:13]=1)([O-:19])=[O:18], predict the reactants needed to synthesize it. The reactants are: O[C:2]1[C:7]([C:8]2[CH:16]=[CH:15][C:14]([N+:17]([O-:19])=[O:18])=[CH:13][C:9]=2[C:10]([OH:12])=[O:11])=[CH:6][CH:5]=[CH:4][N:3]=1.C(N(CC)C(C)C)(C)C.F[P-](F)(F)(F)(F)F.N1(OC(N(C)C)=[N+](C)C)C2N=CC=CC=2N=N1.C(OCC)(=O)C. (6) Given the product [CH3:28][N:25]1[CH2:24][CH2:23][N:22]([C:19]2[CH:18]=[CH:17][C:16]([NH:15]/[CH:14]=[C:5]3\[C:6](=[O:13])[NH:7][C:8](=[O:12])[C:9]4[C:4]\3=[CH:3][C:2]([P:29](=[O:36])([O:33][CH2:34][CH3:35])[O:30][CH2:31][CH3:32])=[CH:11][CH:10]=4)=[CH:21][CH:20]=2)[CH2:27][CH2:26]1, predict the reactants needed to synthesize it. The reactants are: Br[C:2]1[CH:3]=[C:4]2[C:9](=[CH:10][CH:11]=1)[C:8](=[O:12])[NH:7][C:6](=[O:13])/[C:5]/2=[CH:14]\[NH:15][C:16]1[CH:21]=[CH:20][C:19]([N:22]2[CH2:27][CH2:26][N:25]([CH3:28])[CH2:24][CH2:23]2)=[CH:18][CH:17]=1.[P:29]([O-:36])([O:33][CH2:34][CH3:35])[O:30][CH2:31][CH3:32].